Dataset: Catalyst prediction with 721,799 reactions and 888 catalyst types from USPTO. Task: Predict which catalyst facilitates the given reaction. Reactant: [F:1][C:2]1[CH:7]=[CH:6][CH:5]=[C:4]([F:8])[C:3]=1[CH2:9][CH2:10][CH2:11][NH:12][C:13]1[C:14]([NH2:21])=[CH:15][C:16]([CH3:20])=[C:17]([CH3:19])[CH:18]=1.[NH:22]1[C:30](=[O:31])[C:28](=O)[C:26](=O)[NH:25][C:23]1=[O:24].B(O)(O)O. Product: [F:1][C:2]1[CH:7]=[CH:6][CH:5]=[C:4]([F:8])[C:3]=1[CH2:9][CH2:10][CH2:11][N:12]1[C:26]2[C:28]([C:30](=[O:31])[NH:22][C:23](=[O:24])[N:25]=2)=[N:21][C:14]2[CH:15]=[C:16]([CH3:20])[C:17]([CH3:19])=[CH:18][C:13]1=2. The catalyst class is: 15.